Dataset: Reaction yield outcomes from USPTO patents with 853,638 reactions. Task: Predict the reaction yield, written as a fraction of the theoretical maximum amount of product (1.0 means a 100% yield; for example, 0.34 means a 34% yield). (1) The reactants are [N:1]1[CH:6]=[CH:5][CH:4]=[CH:3][C:2]=1[C:7]([NH:9][C:10]12[CH2:19][CH:14]3[CH2:15][CH:16]([CH2:18][C:12](C(O)=O)([CH2:13]3)[CH2:11]1)[CH2:17]2)=[O:8].C([N:25](CC)CC)C.C1C=CC(OP(OC2C=CC=CC=2)(N=[N+]=[N-])=O)=CC=1.Cl.C(=O)([O-])[O-].[Na+].[Na+]. The catalyst is C1(C)C=CC=CC=1. The product is [NH2:25][C:12]12[CH2:13][CH:14]3[CH2:15][CH:16]([CH2:17][C:10]([NH:9][C:7]([C:2]4[CH:3]=[CH:4][CH:5]=[CH:6][N:1]=4)=[O:8])([CH2:19]3)[CH2:11]1)[CH2:18]2. The yield is 0.930. (2) The reactants are [O:1]=[S:2]1(=[O:40])[CH2:6][CH2:5][CH:4]=[C:3]1[C:7]1[CH:39]=[CH:38][C:10]2[NH:11][C:12]([C:17]3[C:18](=[O:37])[N:19]([CH2:29][C:30]4[CH:35]=[CH:34][C:33]([F:36])=[CH:32][CH:31]=4)[C@@H:20]4[C@H:25]([C:26]=3[OH:27])[C@@H:24]3[CH2:28][C@H:21]4[CH2:22][CH2:23]3)=[N:13][S:14](=[O:16])(=[O:15])[C:9]=2[CH:8]=1. The catalyst is CO.[Pd]. The product is [O:40]=[S:2]1(=[O:1])[CH2:6][CH2:5][CH2:4][CH:3]1[C:7]1[CH:39]=[CH:38][C:10]2[NH:11][C:12]([C:17]3[C:18](=[O:37])[N:19]([CH2:29][C:30]4[CH:31]=[CH:32][C:33]([F:36])=[CH:34][CH:35]=4)[C@@H:20]4[C@H:25]([C:26]=3[OH:27])[C@@H:24]3[CH2:28][C@H:21]4[CH2:22][CH2:23]3)=[N:13][S:14](=[O:15])(=[O:16])[C:9]=2[CH:8]=1. The yield is 0.860. (3) The reactants are C([Si](C)(C)[N:6]1[C:10]2=[N:11][CH:12]=[C:13]([CH3:15])[CH:14]=[C:9]2[CH:8]=[CH:7]1)(C)(C)C.[F-].C([N+](CCCC)(CCCC)CCCC)CCC.O1CCCC1. The catalyst is [Cl-].[Na+].O. The product is [CH3:15][C:13]1[CH:14]=[C:9]2[CH:8]=[CH:7][NH:6][C:10]2=[N:11][CH:12]=1. The yield is 0.820. (4) The reactants are [Cl:1][C:2]1[CH:7]=[CH:6][C:5]([C:8]2([C:12]([N:14]3[CH2:19][CH2:18][CH2:17][CH:16]([CH2:20]OS(C)(=O)=O)[CH2:15]3)=[O:13])[CH2:11][CH2:10][CH2:9]2)=[CH:4][CH:3]=1.[CH3:26][O:27][C:28]1[CH:33]=[CH:32][CH:31]=[CH:30][C:29]=1[N:34]1[CH2:39][CH2:38][NH:37][CH2:36][CH2:35]1.C(N(CC)CC)C. The catalyst is C(#N)C. The product is [Cl:1][C:2]1[CH:7]=[CH:6][C:5]([C:8]2([C:12]([N:14]3[CH2:19][CH2:18][CH2:17][CH:16]([CH2:20][N:37]4[CH2:38][CH2:39][N:34]([C:29]5[CH:30]=[CH:31][CH:32]=[CH:33][C:28]=5[O:27][CH3:26])[CH2:35][CH2:36]4)[CH2:15]3)=[O:13])[CH2:11][CH2:10][CH2:9]2)=[CH:4][CH:3]=1. The yield is 0.430.